From a dataset of Human Reference Interactome with 51,813 positive PPI pairs across 8,248 proteins, plus equal number of experimentally-validated negative pairs. Binary Classification. Given two protein amino acid sequences, predict whether they physically interact or not. (1) Result: 0 (the proteins do not interact). Protein 2 (ENSG00000092964) has sequence MSYQGKKNIPRITSDRLLIKGGKIVNDDQSFYADIYMEDGLIKQIGENLIVPGGVKTIEAHSRMVIPGGIDVHTRFQMPDQGMTSADDFFQGTKAALAGGTTMIIDHVVPEPGTSLLAAFDQWREWADSKSCCDYSLHVDISEWHKGIQEEMEALVKDHGVNSFLVYMAFKDRFQLTDCQIYEVLSVIRDIGAIAQVHAENGDIIAEEQQRILDLGITGPEGHVLSRPEEVEAEAVNRAITIANQTNCPLYITKVMSKSSAEVIAQARKKGTVVYGEPITASLGTDGSHYWSKNWAKAAA.... Protein 1 (ENSG00000147044) has sequence MADDDVLFEDVYELCEVIGKGPFSVVRRCINRETGQQFAVKIVDVAKFTSSPGLSTEDLKREASICHMLKHPHIVELLETYSSDGMLYMVFEFMDGADLCFEIVKRADAGFVYSEAVASHYMRQILEALRYCHDNNIIHRDVKPHCVLLASKENSAPVKLGGFGVAIQLGESGLVAGGRVGTPHFMAPEVVKREPYGKPVDVWGCGVILFILLSGCLPFYGTKERLFEGIIKGKYKMNPRQWSHISESAKDLVRRMLMLDPAERITVYEALNHPWLKERDRYAYKIHLPETVEQLRKFNA.... (2) Protein 1 (ENSG00000161654) has sequence MAAPPGEYFSVGSQVSCRTCQEQRLQGEVVAFDYQSKMLALKCPSSSGKPNHADILLINLQYVSEVEIINDRTETPPPLASLNVSKLASKARTEKEEKLSQAYAISAGVSLEGQQLFQTIHKTIKDCKWQEKNIVVMEEVVITPPYQVENCKGKEGSALSHVRKIVEKHFRDVESQKILQRSQAQQPQKEAALSS*MAAPPGEYFSVGSQVSCRTCQEQRLQGEVVAFDYQSKMLALKCPSSSGKPNHADILLINLQYVSEVEIINDRTETPPPLASLNVSKLASKARTEKEEKLSQAYA.... Result: 0 (the proteins do not interact). Protein 2 (ENSG00000109775) has sequence MVISESMDILFRIRGGLDLAFQLATPNEIFLKKALKHVLSDLSTKLSSNALVFRICHSSVYIWPSSDINTIPGELTDASACKNILRFIQFEPEEDIKRKFMRKKDKKLSDMHQIVNIDLMLEMSTSLAAVTPIIERESGGHHYVNMTLPVDAVISVAPEETWGKVRKLLVDAIHNQLTDMEKCILKYMKGTSIVVPEPLHFLLPGKKNLVTISYPSGIPDGQLQAYRKELHDLFNLPHDRPYFKRSNAYHFPDEPYKDGYIRNPHTYLNPPNMETGMIYVVQGIYGYHHYMQDRIDDNGW....